From a dataset of Forward reaction prediction with 1.9M reactions from USPTO patents (1976-2016). Predict the product of the given reaction. (1) Given the reactants [Cl:1][C:2]1[CH:3]=[CH:4][C:5](I)=[C:6]([CH2:8][N:9]2[CH:13]=[CH:12][C:11]([C:14]([NH:16][C:17]3[C:22]([F:23])=[CH:21][CH:20]=[CH:19][C:18]=3[F:24])=[O:15])=[N:10]2)[CH:7]=1.C(=O)([O-])[O-].[Cs+].[Cs+].[C:32]1([OH:38])[CH:37]=[CH:36][CH:35]=[CH:34][CH:33]=1.O=C1CCCCC1C(OCC)=O, predict the reaction product. The product is: [Cl:1][C:2]1[CH:3]=[CH:4][C:5]([O:38][C:32]2[CH:37]=[CH:36][CH:35]=[CH:34][CH:33]=2)=[C:6]([CH2:8][N:9]2[CH:13]=[CH:12][C:11]([C:14]([NH:16][C:17]3[C:22]([F:23])=[CH:21][CH:20]=[CH:19][C:18]=3[F:24])=[O:15])=[N:10]2)[CH:7]=1. (2) Given the reactants C1(P(C2C=CC=CC=2)CCP(C2C=CC=CC=2)C2C=CC=CC=2)C=CC=CC=1.[C:29]([Br:33])(Br)(Br)Br.OC[CH2:36][CH2:37][N:38]1[C:46]2[C:41](=[N:42][C:43]([O:47][CH3:48])=[CH:44][CH:45]=2)[CH2:40][C:39]1=[O:49], predict the reaction product. The product is: [Br:33][CH2:29][CH2:36][CH2:37][N:38]1[C:46]2[C:41](=[N:42][C:43]([O:47][CH3:48])=[CH:44][CH:45]=2)[CH2:40][C:39]1=[O:49]. (3) Given the reactants [CH3:1][C:2]1[O:12][C:5]2[CH2:6][N:7]([CH3:11])[CH2:8][CH:9]([OH:10])[C:4]=2[CH:3]=1.[Cl:13][C:14]1[C:23]2[C:18](=[CH:19][CH:20]=[CH:21][CH:22]=2)[C:17](O)=[CH:16][CH:15]=1, predict the reaction product. The product is: [ClH:13].[Cl:13][C:14]1[C:23]2[C:18](=[CH:19][CH:20]=[CH:21][CH:22]=2)[C:17]([O:10][CH:9]2[CH2:8][N:7]([CH3:11])[CH2:6][C:5]3[O:12][C:2]([CH3:1])=[CH:3][C:4]2=3)=[CH:16][CH:15]=1.